From a dataset of Catalyst prediction with 721,799 reactions and 888 catalyst types from USPTO. Predict which catalyst facilitates the given reaction. Reactant: Cl[C:2]1[C:7]([C:8]([O:10][CH2:11][CH3:12])=[O:9])=[C:6]([C:13]([O:15][CH2:16][CH3:17])=[O:14])[CH:5]=[CH:4][N:3]=1.[CH2:18]([O:25][NH2:26])[C:19]1[CH:24]=[CH:23][CH:22]=[CH:21][CH:20]=1. Product: [CH2:18]([O:25][NH:26][C:2]1[C:7]([C:8]([O:10][CH2:11][CH3:12])=[O:9])=[C:6]([C:13]([O:15][CH2:16][CH3:17])=[O:14])[CH:5]=[CH:4][N:3]=1)[C:19]1[CH:24]=[CH:23][CH:22]=[CH:21][CH:20]=1. The catalyst class is: 14.